From a dataset of Forward reaction prediction with 1.9M reactions from USPTO patents (1976-2016). Predict the product of the given reaction. (1) Given the reactants [H-].[Na+].[S:3]1[CH:7]=[C:6]([CH2:8][OH:9])[N:5]=[CH:4]1.Cl[C:11]1[C:16]([CH:17]2[CH2:22][CH2:21][N:20]([C:23]([O:25][C:26]([CH3:29])([CH3:28])[CH3:27])=[O:24])[CH2:19][CH2:18]2)=[CH:15][CH:14]=[CH:13][N:12]=1, predict the reaction product. The product is: [S:3]1[CH:7]=[C:6]([CH2:8][O:9][C:11]2[C:16]([CH:17]3[CH2:22][CH2:21][N:20]([C:23]([O:25][C:26]([CH3:29])([CH3:28])[CH3:27])=[O:24])[CH2:19][CH2:18]3)=[CH:15][CH:14]=[CH:13][N:12]=2)[N:5]=[CH:4]1. (2) Given the reactants [CH2:1]([O:8][C:9]1[C:18]2[C:17](=O)[O:16]C(C)(C)[O:14][C:13]=2[CH:12]=[C:11]([O:22][CH3:23])[CH:10]=1)[C:2]1[CH:7]=[CH:6][CH:5]=[CH:4][CH:3]=1.[H-].C([Al+]CC(C)C)C(C)C, predict the reaction product. The product is: [CH2:1]([O:8][C:9]1[CH:10]=[C:11]([O:22][CH3:23])[CH:12]=[C:13]([OH:14])[C:18]=1[CH:17]=[O:16])[C:2]1[CH:7]=[CH:6][CH:5]=[CH:4][CH:3]=1. (3) Given the reactants [F:1][C:2]1[CH:3]=[CH:4][C:5]([O:12][C:13]2[CH:18]=[CH:17][CH:16]=[CH:15][C:14]=2[N+:19]([O-])=O)=[C:6]([CH:11]=1)[C:7]([O:9][CH3:10])=[O:8], predict the reaction product. The product is: [NH2:19][C:14]1[CH:15]=[CH:16][CH:17]=[CH:18][C:13]=1[O:12][C:5]1[CH:4]=[CH:3][C:2]([F:1])=[CH:11][C:6]=1[C:7]([O:9][CH3:10])=[O:8]. (4) Given the reactants [CH3:1][C:2]1[C:3]([C:14]2[CH:15]=[N:16][C:17]([CH3:20])=[N:18][CH:19]=2)=[N:4][N:5]([C:8]2[CH:13]=[CH:12][CH:11]=[CH:10][CH:9]=2)[C:6]=1[NH2:7].Cl[C:22](Cl)([O:24]C(=O)OC(Cl)(Cl)Cl)Cl.C(N(C(C)C)CC)(C)C.[CH:42]1([C:45]2[CH:50]=[CH:49][C:48]([CH2:51][O:52][CH3:53])=[CH:47][C:46]=2[CH2:54][NH2:55])[CH2:44][CH2:43]1, predict the reaction product. The product is: [CH:42]1([C:45]2[CH:50]=[CH:49][C:48]([CH2:51][O:52][CH3:53])=[CH:47][C:46]=2[CH2:54][NH:55][C:22]([NH:7][C:6]2[N:5]([C:8]3[CH:13]=[CH:12][CH:11]=[CH:10][CH:9]=3)[N:4]=[C:3]([C:14]3[CH:15]=[N:16][C:17]([CH3:20])=[N:18][CH:19]=3)[C:2]=2[CH3:1])=[O:24])[CH2:43][CH2:44]1. (5) Given the reactants F[C:2]1[CH:3]=[C:4]([CH:9]([C:11]2[CH:12]=[CH:13][C:14](F)=[C:15]([CH:18]=2)[C:16]#[N:17])C)[CH:5]=[C:6](F)[CH:7]=1.O.[NH2:21][NH2:22], predict the reaction product. The product is: [CH2:9]([C:11]1[CH:18]=[C:15]2[C:14](=[CH:13][CH:12]=1)[NH:22][N:21]=[C:16]2[NH2:17])[C:4]1[CH:3]=[CH:2][CH:7]=[CH:6][CH:5]=1. (6) Given the reactants [CH3:1][O:2][C:3]([C:5]1[S:6][C:7]([C:10]([OH:12])=O)=[CH:8][CH:9]=1)=[O:4].O[N:14]1[C:18]2C=CC=C[C:17]=2N=N1.Cl.CN(C)CCCN=C=NCC.CN1CCOCC1.[C:42]([NH:49][C:50]([NH:55][C:56]([O:58][C:59]([CH3:62])([CH3:61])[CH3:60])=[O:57])=[N:51]CCN)([O:44][C:45]([CH3:48])([CH3:47])[CH3:46])=[O:43], predict the reaction product. The product is: [CH3:1][O:2][C:3]([C:5]1[S:6][C:7]([C:10](=[O:12])[NH:14][CH2:18][CH2:17][N:49]([C:42]([O:44][C:45]([CH3:46])([CH3:47])[CH3:48])=[O:43])[C:50]([NH2:51])=[N:55][C:56]([O:58][C:59]([CH3:60])([CH3:61])[CH3:62])=[O:57])=[CH:8][CH:9]=1)=[O:4].